From a dataset of Human intestinal absorption (HIA) binary classification data from Hou et al.. Regression/Classification. Given a drug SMILES string, predict its absorption, distribution, metabolism, or excretion properties. Task type varies by dataset: regression for continuous measurements (e.g., permeability, clearance, half-life) or binary classification for categorical outcomes (e.g., BBB penetration, CYP inhibition). Dataset: hia_hou. The compound is Clc1ccc2c(c1)C(N1CCNCC1)=Nc1ccccc1O2. The result is 1 (good absorption).